From a dataset of Full USPTO retrosynthesis dataset with 1.9M reactions from patents (1976-2016). Predict the reactants needed to synthesize the given product. (1) Given the product [O:23]=[C:22]1[C:21]2[CH:20]=[CH:19][CH:18]=[CH:17][C:16]=2[N:15]=[C:14]2[CH:10]([N:9]([CH:7]([C:1]3[CH:6]=[CH:5][CH:4]=[CH:3][CH:2]=3)[CH3:8])[C:34]([NH:33][C:28]3[CH:29]=[CH:30][CH:31]=[CH:32][C:27]=3[CH2:24][CH2:25][CH3:26])=[O:35])[CH2:11][CH2:12][N:13]12, predict the reactants needed to synthesize it. The reactants are: [C:1]1([CH:7]([NH:9][CH:10]2[C:14]3=[N:15][C:16]4[CH:17]=[CH:18][CH:19]=[CH:20][C:21]=4[C:22](=[O:23])[N:13]3[CH2:12][CH2:11]2)[CH3:8])[CH:6]=[CH:5][CH:4]=[CH:3][CH:2]=1.[CH2:24]([C:27]1[CH:32]=[CH:31][CH:30]=[CH:29][C:28]=1[N:33]=[C:34]=[O:35])[CH2:25][CH3:26]. (2) Given the product [C:1]([C:4]1[CH:15]=[CH:14][C:13]([Br:16])=[CH:12][C:5]=1[O:6][CH2:7][C:8]([OH:10])=[O:9])(=[O:3])[CH3:2], predict the reactants needed to synthesize it. The reactants are: [C:1]([C:4]1[CH:15]=[CH:14][C:13]([Br:16])=[CH:12][C:5]=1[O:6][CH2:7][C:8]([O:10]C)=[O:9])(=[O:3])[CH3:2].O.[OH-].[Na+]. (3) Given the product [Br:14][C:11]1[O:10][C:9]([C:4]2[CH:5]=[C:6]([Cl:8])[N:7]=[C:2]([Cl:1])[N:3]=2)=[CH:13][CH:12]=1, predict the reactants needed to synthesize it. The reactants are: [Cl:1][C:2]1[N:7]=[C:6]([Cl:8])[CH:5]=[C:4]([C:9]2[O:10][CH:11]=[CH:12][CH:13]=2)[N:3]=1.[Br:14]N1C(=O)CCC1=O. (4) Given the product [CH:6]1[C:15]2[C:10](=[CH:11][CH:12]=[CH:13][CH:14]=2)[CH:9]=[CH:8][C:7]=1[C:16](=[O:21])[CH2:1][CH2:2][CH3:3], predict the reactants needed to synthesize it. The reactants are: [CH2:1]([Mg]Cl)[CH2:2][CH3:3].[CH:6]1[C:15]2[C:10](=[CH:11][CH:12]=[CH:13][CH:14]=2)[CH:9]=[CH:8][C:7]=1[C:16]#N.Cl.CC[O:21]CC. (5) Given the product [F:1][C:2]1[CH:3]=[C:4]2[C:9](=[CH:10][CH:11]=1)[C:8]([N:12]1[CH2:17][CH2:16][N:15]([CH2:18][CH2:19][C@H:20]3[C:25]4[CH:26]=[CH:27][C:28]([N:30]5[CH2:43][CH2:42][O:41][C:39]5=[O:40])=[CH:29][C:24]=4[CH2:23][CH2:22][O:21]3)[C@H:14]([CH3:31])[CH2:13]1)=[CH:7][CH:6]=[CH:5]2, predict the reactants needed to synthesize it. The reactants are: [F:1][C:2]1[CH:3]=[C:4]2[C:9](=[CH:10][CH:11]=1)[C:8]([N:12]1[CH2:17][CH2:16][N:15]([CH2:18][CH2:19][C@H:20]3[C:25]4[CH:26]=[CH:27][C:28]([NH2:30])=[CH:29][C:24]=4[CH2:23][CH2:22][O:21]3)[C@@H:14]([CH3:31])[CH2:13]1)=[CH:7][CH:6]=[CH:5]2.N1C=CC=CC=1.Cl[C:39]([O:41][CH2:42][CH2:43]Cl)=[O:40].